This data is from Forward reaction prediction with 1.9M reactions from USPTO patents (1976-2016). The task is: Predict the product of the given reaction. (1) Given the reactants [C:1]([Si:5]([CH3:8])([CH3:7])Cl)([CH3:4])([CH3:3])[CH3:2].[NH2:9][CH2:10][C@H:11]([OH:13])[CH3:12].C(N(CC)CC)C, predict the reaction product. The product is: [Si:5]([O:13][C@H:11]([CH3:12])[CH2:10][NH2:9])([C:1]([CH3:4])([CH3:3])[CH3:2])([CH3:8])[CH3:7]. (2) Given the reactants [C:1]([O:5][C:6]([NH:8][C@H:9]1[C@H:13]([OH:14])[CH2:12][N:11](C(OCC2C=CC=CC=2)=O)[CH2:10]1)=[O:7])([CH3:4])([CH3:3])[CH3:2], predict the reaction product. The product is: [C:1]([O:5][C:6](=[O:7])[NH:8][CH:9]1[CH:13]([OH:14])[CH2:12][NH:11][CH2:10]1)([CH3:4])([CH3:2])[CH3:3]. (3) Given the reactants C([SiH](CC)CC)C.[Br:8][C:9]1[C:10]([CH2:34][C:35]([O:37][CH3:38])=[O:36])=[C:11]([C:23]2[O:27][C:26]([CH:28]=[CH:29][C:30]([O:32][CH3:33])=[O:31])=[CH:25][CH:24]=2)[C:12]([O:19][CH2:20][O:21][CH3:22])=[CH:13][C:14]=1[O:15][CH2:16][O:17][CH3:18], predict the reaction product. The product is: [Br:8][C:9]1[C:10]([CH2:34][C:35]([O:37][CH3:38])=[O:36])=[C:11]([C:23]2[O:27][C:26]([CH2:28][CH2:29][C:30]([O:32][CH3:33])=[O:31])=[CH:25][CH:24]=2)[C:12]([O:19][CH2:20][O:21][CH3:22])=[CH:13][C:14]=1[O:15][CH2:16][O:17][CH3:18]. (4) Given the reactants [CH3:1][S:2]([N:5]1[CH2:10][CH2:9][N:8](C(OC(C)(C)C)=O)[CH2:7][CH2:6]1)(=[O:4])=[O:3].[ClH:18], predict the reaction product. The product is: [ClH:18].[CH3:1][S:2]([N:5]1[CH2:10][CH2:9][NH:8][CH2:7][CH2:6]1)(=[O:4])=[O:3]. (5) Given the reactants [OH-].[Na+].[Br:3][C:4]1[CH:5]=[CH:6][C:7]([O:15][CH2:16][C:17]2[CH:18]=[C:19]([C:23]3[CH:28]=[CH:27][CH:26]=[C:25]([CH2:29][NH:30]C(OC(C)(C)C)=O)[CH:24]=3)[CH:20]=[CH:21][CH:22]=2)=[C:8]([CH2:10][C:11]([O:13]C)=[O:12])[CH:9]=1.Cl, predict the reaction product. The product is: [NH2:30][CH2:29][C:25]1[CH:24]=[C:23]([C:19]2[CH:20]=[CH:21][CH:22]=[C:17]([CH2:16][O:15][C:7]3[CH:6]=[CH:5][C:4]([Br:3])=[CH:9][C:8]=3[CH2:10][C:11]([OH:13])=[O:12])[CH:18]=2)[CH:28]=[CH:27][CH:26]=1.